From a dataset of Forward reaction prediction with 1.9M reactions from USPTO patents (1976-2016). Predict the product of the given reaction. (1) Given the reactants C(OC([NH:8][CH:9]1[CH2:14][CH2:13][CH2:12][CH:11]([NH:15][C:16]2[CH:25]=[CH:24][CH:23]=[C:22]3[C:17]=2[CH:18]=[CH:19][N:20]=[CH:21]3)[CH2:10]1)=O)(C)(C)C.[ClH:26].CO, predict the reaction product. The product is: [ClH:26].[CH:21]1[C:22]2[C:17](=[C:16]([NH:15][CH:11]3[CH2:12][CH2:13][CH2:14][CH:9]([NH2:8])[CH2:10]3)[CH:25]=[CH:24][CH:23]=2)[CH:18]=[CH:19][N:20]=1. (2) Given the reactants [OH:1][CH:2]1[CH2:5][O:4][CH2:3]1.Cl[C:7]1[N:11]=[C:10]([CH:12]2[CH2:17][CH:16]([C:18]3[CH:23]=[CH:22][C:21]([C:24]([F:27])([F:26])[F:25])=[CH:20][CH:19]=3)[CH2:15][N:14]([C:28]([N:30]3[CH2:35][CH2:34][O:33][CH2:32][CH2:31]3)=[O:29])[CH2:13]2)[O:9][N:8]=1, predict the reaction product. The product is: [N:30]1([C:28]([N:14]2[CH2:15][CH:16]([C:18]3[CH:19]=[CH:20][C:21]([C:24]([F:26])([F:27])[F:25])=[CH:22][CH:23]=3)[CH2:17][CH:12]([C:10]3[O:9][N:8]=[C:7]([O:1][CH:2]4[CH2:5][O:4][CH2:3]4)[N:11]=3)[CH2:13]2)=[O:29])[CH2:31][CH2:32][O:33][CH2:34][CH2:35]1.